Dataset: Experimentally validated miRNA-target interactions with 360,000+ pairs, plus equal number of negative samples. Task: Binary Classification. Given a miRNA mature sequence and a target amino acid sequence, predict their likelihood of interaction. (1) The miRNA is mmu-miR-7650-3p with sequence GUUUUGAUAUAUACAAGAAGGA. The protein sequence of the target gene is MSQRKARGPPAMPGVGHSQTQAKARLLPGADRKRSRLSRTRQDPWEERSWSNQRWSRATPGPRGTRAGGLALGRSEASPENAARERSRVRTLRQAFLALQAALPAVPPDTKLSKLDVLVLAASYIAHLTRTLGHELPGPAWPPFLRGLRYLHPLKKWPMRSRLYAGGLGYSDLDSTTASTPSQRTRDAEVGSQVPGEADALLSTTPLSPALGDK. Result: 0 (no interaction). (2) The miRNA is hsa-miR-1271-3p with sequence AGUGCCUGCUAUGUGCCAGGCA. The protein sequence of the target gene is MRWQCGTRFRGLRPAVAPWTALLALGLPGWVLAVSATAAAVVPEQHASVAGQHPLDWLLTDRGPFHRAQEYADFMERYRQGFTTRYRIYREFARWKVNNLALERKDFFSLPLPLAPEFIRNIRLLGRRPNLQQVTENLIKKYGTHFLLSATLGGEESLTIFVDKQKLGRKTETTGGASIIGGSGNSTAVSLETLHQLAASYFIDRESTLRRLHHIQIATGAIKVTETRTGPLGCSNYDNLDSVSSVLVQSPENKVQLLGLQVLLPEYLRERFVAAALSYITCSSEGELVCKENDCWCKCS.... Result: 0 (no interaction). (3) The miRNA is hsa-miR-629-3p with sequence GUUCUCCCAACGUAAGCCCAGC. The protein sequence of the target gene is MWGLLIWTLLALHQIRAARAQDDVSPYFKTEPVRTQVHLEGNRLVLTCMAEGSWPLEFKWLHNNRELTKFSLEYRYMITSLDRTHAGFYRCIVRNRMGALLQRQTEVQVAYMGSFEEGEKHQSVSHGEAAVIRAPRIASFPQPQVTWFRDGRKIPPSSRIAITLENTLVILSTVAPDAGRYYVQAVNDKNGDNKTSQPITLTVENVGGPADPIAPTIIIPPKNTSVVAGTSEVTLECVANARPLIKLHIIWKKDGVLLSGGISDHNRRLTIPNPTGSDAGYYECEAVLRSSSVPSVVRGA.... Result: 1 (interaction). (4) The miRNA is hsa-miR-141-5p with sequence CAUCUUCCAGUACAGUGUUGGA. The protein sequence of the target gene is MPVRRGHVAPQNTYLDTIIRKFEGQSRKFLIANAQMENCAIIYCNDGFCELFGYSRVEVMQQPCTCDFLTGPNTPSSAVSRLAQALLGAEECKVDILYYRKDASSFRCLVDVVPVKNEDGAVIMFILNFEDLAQLLAKCSSRSLSQRLLSQSFLGSEGSHGRPGGPGPGTGRGKYRTISQIPQFTLNFVEFNLEKHRSSSTTEIEIIAPHKVVERTQNVTEKVTQVLSLGADVLPEYKLQAPRIHRWTILHYSPFKAVWDWLILLLVIYTAVFTPYSAAFLLSDQDESRRGACSYTCSPL.... Result: 0 (no interaction). (5) The miRNA is mmu-miR-882 with sequence AGGAGAGAGUUAGCGCAUUAGU. The protein sequence of the target gene is MARQPEEEETAVARARRPPLWLLCLVACWLLGAGAEADFSILDEAQVLASQMRRLAAEELGVVTMQRIFNSFVYTEKISNGESEVQQLAKKIREKFNRYLDVVNRNKQVVEASYTAHLTSPLTAIQDCCTIPPSMMEFDGNFNTNVSRTISCDRLSTTVNSRAFNPGRDLNSVLADNLKSNPGIKWQYFSSEEGIFTVFPAHKFRCKGSYEHRSRPIYVSTVRPQSKHIVVILDHGASVTDTQLQIAKDAAQVILSAIDEHDKISVLTVADTVRTCSLDQCYKTFLSPATSETKRKMSTF.... Result: 0 (no interaction).